From a dataset of Catalyst prediction with 721,799 reactions and 888 catalyst types from USPTO. Predict which catalyst facilitates the given reaction. Reactant: [H-].[Al+3].[Li+].[H-].[H-].[H-].[N:7]1([C:12]2[N:16]([C:17]([CH3:20])([CH3:19])[CH3:18])[N:15]=[CH:14][C:13]=2[C:21](OCC)=[O:22])[CH:11]=[CH:10][CH:9]=[CH:8]1.O. Product: [N:7]1([C:12]2[N:16]([C:17]([CH3:18])([CH3:19])[CH3:20])[N:15]=[CH:14][C:13]=2[CH2:21][OH:22])[CH:8]=[CH:9][CH:10]=[CH:11]1. The catalyst class is: 7.